This data is from Full USPTO retrosynthesis dataset with 1.9M reactions from patents (1976-2016). The task is: Predict the reactants needed to synthesize the given product. (1) Given the product [CH3:10][C:11]1[CH:17]=[CH:16][C:14]([NH:15][C:2]2[N:7]=[C:6]([NH:15][C:14]3[CH:16]=[CH:17][C:11]([CH3:10])=[CH:12][CH:13]=3)[C:5]([F:9])=[CH:4][N:3]=2)=[CH:13][CH:12]=1, predict the reactants needed to synthesize it. The reactants are: Cl[C:2]1[N:7]=[C:6](Cl)[C:5]([F:9])=[CH:4][N:3]=1.[CH3:10][C:11]1[CH:17]=[CH:16][C:14]([NH2:15])=[CH:13][CH:12]=1. (2) Given the product [C:3]([O:7][C:8]([N:9]1[CH2:18][C:16](=[CH2:15])[CH2:17][O:12][CH2:11][CH2:10]1)=[O:13])([CH3:6])([CH3:4])[CH3:5], predict the reactants needed to synthesize it. The reactants are: [H-].[Na+].[C:3]([O:7][C:8](=[O:13])[NH:9][CH2:10][CH2:11][OH:12])([CH3:6])([CH3:5])[CH3:4].Cl[CH2:15][C:16]([CH2:18]Cl)=[CH2:17]. (3) Given the product [Br:18][C:15]1[CH:16]=[CH:17][N:12]([CH2:11][CH:10]([CH3:20])[CH2:9][OH:8])[C:13](=[O:19])[CH:14]=1, predict the reactants needed to synthesize it. The reactants are: [H-].[H-].[H-].[H-].[Li+].[Al+3].C[O:8][C:9](=O)[CH:10]([CH3:20])[CH2:11][N:12]1[CH:17]=[CH:16][C:15]([Br:18])=[CH:14][C:13]1=[O:19]. (4) Given the product [CH3:15][C@H:10]1[O:11][C@@H:12]([CH3:14])[CH2:13][N:8]([C:5]2[N:6]=[CH:7][C:2]([C:21]3[CH:22]=[CH:23][N:18]=[CH:19][CH:20]=3)=[CH:3][C:4]=2[CH:16]=[O:17])[CH2:9]1, predict the reactants needed to synthesize it. The reactants are: Br[C:2]1[CH:3]=[C:4]([CH:16]=[O:17])[C:5]([N:8]2[CH2:13][C@@H:12]([CH3:14])[O:11][C@@H:10]([CH3:15])[CH2:9]2)=[N:6][CH:7]=1.[N:18]1[CH:23]=[CH:22][C:21](B(O)O)=[CH:20][CH:19]=1.